From a dataset of Reaction yield outcomes from USPTO patents with 853,638 reactions. Predict the reaction yield, written as a fraction of the theoretical maximum amount of product (1.0 means a 100% yield; for example, 0.34 means a 34% yield). (1) The reactants are [Na].[Cl:2][C:3]1[CH:4]=[CH:5][C:6]([CH2:9][OH:10])=[N:7][CH:8]=1.[N+]([C:14]1[CH:19]=[CH:18][N+:17]([O-:20])=[CH:16][CH:15]=1)([O-])=O. The catalyst is C1COCC1. The product is [Cl:2][C:3]1[CH:4]=[CH:5][C:6]([CH2:9][O:10][C:14]2[CH:19]=[CH:18][N+:17]([O-:20])=[CH:16][CH:15]=2)=[N:7][CH:8]=1. The yield is 0.490. (2) The reactants are C[Si]([N-][Si](C)(C)C)(C)C.[Na+].C([O:14][P:15]([CH2:21][P:22]([CH2:27][CH2:28][CH2:29][CH2:30][CH2:31][CH2:32][CH2:33][CH2:34][CH2:35][CH:36]=[CH2:37])([O:24][CH2:25][CH3:26])=[O:23])(=[O:20])[O:16]C(C)C)(C)C.C1C=CC(S(N(S(C2C=CC=CC=2)(=O)=O)[F:48])(=O)=O)=CC=1.[Cl-].[NH4+]. The catalyst is O1CCCC1.O. The product is [F:48][O:14][P:15]([CH2:21][P:22]([CH2:27][CH2:28][CH2:29][CH2:30][CH2:31][CH2:32][CH2:33][CH2:34][CH2:35][CH:36]=[CH2:37])([O:24][CH2:25][CH3:26])=[O:23])(=[O:20])[OH:16]. The yield is 0.270. (3) The reactants are [CH:1]1[C:10]2[C:5](=[CH:6][CH:7]=[CH:8][CH:9]=2)[CH:4]=[CH:3][C:2]=1[CH2:11][NH2:12].[CH:13](=O)[CH2:14][CH2:15][CH3:16]. No catalyst specified. The product is [CH:1]1[C:10]2[C:5](=[CH:6][CH:7]=[CH:8][CH:9]=2)[CH:4]=[CH:3][C:2]=1[CH2:11][NH:12][CH2:13][CH2:14][CH2:15][CH3:16]. The yield is 0.150. (4) The reactants are [C:1]([O:5][C:6]([N:8]1[C:16]2[C:11](=[CH:12][C:13]([OH:17])=[CH:14][CH:15]=2)[CH2:10][CH2:9]1)=[O:7])([CH3:4])([CH3:3])[CH3:2].C(=O)([O-])[O-].[Cs+].[Cs+].[F:24][C:25]([F:38])([F:37])[CH:26]1[CH2:31][CH2:30][CH:29](OS(C)(=O)=O)[CH2:28][CH2:27]1.ClCCl. The catalyst is CC(O)(C)C.CC(=O)CC. The product is [C:1]([O:5][C:6]([N:8]1[C:16]2[C:11](=[CH:12][C:13]([O:17][CH:29]3[CH2:30][CH2:31][CH:26]([C:25]([F:38])([F:37])[F:24])[CH2:27][CH2:28]3)=[CH:14][CH:15]=2)[CH2:10][CH2:9]1)=[O:7])([CH3:4])([CH3:2])[CH3:3]. The yield is 0.400. (5) The reactants are [CH3:1][C@@H:2]1[C@H:19]([CH3:20])[N:6]2[C:7]3[CH:8]=[C:9]([C:14]([O:16]CC)=[O:15])[CH:10]=[CH:11][C:12]=3[CH:13]=[C:5]2[C:4](=[O:21])[NH:3]1.[OH-].[Na+]. The catalyst is C(O)C. The product is [CH3:1][C@@H:2]1[C@H:19]([CH3:20])[N:6]2[C:7]3[CH:8]=[C:9]([C:14]([OH:16])=[O:15])[CH:10]=[CH:11][C:12]=3[CH:13]=[C:5]2[C:4](=[O:21])[NH:3]1. The yield is 0.910. (6) The reactants are [C:1]1(=[CH:7][CH2:8][C:9]2([CH3:38])[C:18]3[C:13](=[CH:14][CH:15]=[CH:16][CH:17]=3)[C:12]([OH:19])=[C:11]([C:20]3[NH:25][C:24]4[CH:26]=[CH:27][C:28]([NH:30][S:31]([CH3:34])(=[O:33])=[O:32])=[CH:29][C:23]=4[S:22](=[O:36])(=[O:35])[N:21]=3)[C:10]2=[O:37])[CH2:6][CH2:5][CH2:4][CH2:3][CH2:2]1.[H][H]. The catalyst is [Pd].CO.O1CCCC1. The product is [CH:1]1([CH2:7][CH2:8][C:9]2([CH3:38])[C:18]3[C:13](=[CH:14][CH:15]=[CH:16][CH:17]=3)[C:12]([OH:19])=[C:11]([C:20]3[NH:25][C:24]4[CH:26]=[CH:27][C:28]([NH:30][S:31]([CH3:34])(=[O:33])=[O:32])=[CH:29][C:23]=4[S:22](=[O:35])(=[O:36])[N:21]=3)[C:10]2=[O:37])[CH2:6][CH2:5][CH2:4][CH2:3][CH2:2]1. The yield is 1.00.